From a dataset of Full USPTO retrosynthesis dataset with 1.9M reactions from patents (1976-2016). Predict the reactants needed to synthesize the given product. Given the product [CH3:15][C:8]1[CH2:9][CH2:10][CH2:11][C:12]([CH3:13])([CH3:14])[C:7]=1[CH2:6]/[CH:5]=[C:2](/[CH3:1])\[C:3]#[CH:4], predict the reactants needed to synthesize it. The reactants are: [CH3:1][C:2](O)([CH2:5][CH2:6][C:7]1[C:12]([CH3:14])([CH3:13])[CH2:11][CH2:10][CH2:9][C:8]=1[CH3:15])[C:3]#[CH:4].